This data is from Catalyst prediction with 721,799 reactions and 888 catalyst types from USPTO. The task is: Predict which catalyst facilitates the given reaction. (1) Reactant: Br[C:2]1[CH:11]=[C:10]([C:12]([N:14]2[CH2:19][CH2:18][CH:17]([N:20]3[CH2:32][CH2:31][CH2:30][C:22]4([C:26](=[O:27])[O:25][C:24]([CH3:29])([CH3:28])[CH2:23]4)[CH2:21]3)[CH2:16][CH2:15]2)=[O:13])[C:9]2[C:4](=[CH:5][CH:6]=[CH:7][CH:8]=2)[N:3]=1.Cl.[CH3:34][O:35][CH:36]1[CH2:41][CH2:40][NH:39][CH2:38][CH2:37]1.C(OC(C)C)(C)C. Product: [CH3:34][O:35][CH:36]1[CH2:41][CH2:40][N:39]([C:2]2[CH:11]=[C:10]([C:12]([N:14]3[CH2:15][CH2:16][CH:17]([N:20]4[CH2:32][CH2:31][CH2:30][C:22]5([C:26](=[O:27])[O:25][C:24]([CH3:28])([CH3:29])[CH2:23]5)[CH2:21]4)[CH2:18][CH2:19]3)=[O:13])[C:9]3[C:4](=[CH:5][CH:6]=[CH:7][CH:8]=3)[N:3]=2)[CH2:38][CH2:37]1. The catalyst class is: 81. (2) Reactant: C([O-])=O.[NH4+].[C:5]([N:8]1[CH2:13][CH2:12][N:11]([CH2:14][CH2:15][O:16][C:17]2[CH:22]=[CH:21][C:20]([CH:23]3[CH2:28][CH2:27][N:26]([C:29]4[CH:30]=[CH:31][C:32]5[N:33]([C:35]([C:38]([F:41])([F:40])[F:39])=[N:36][N:37]=5)[N:34]=4)[CH2:25][CH2:24]3)=[CH:19][CH:18]=2)[CH2:10][CH2:9]1)(=[O:7])[CH3:6].CCOCC. Product: [C:5]([N:8]1[CH2:9][CH2:10][N:11]([CH2:14][CH2:15][O:16][C:17]2[CH:18]=[CH:19][C:20]([CH:23]3[CH2:24][CH2:25][N:26]([C:29]4[CH2:30][CH2:31][C:32]5[N:33]([C:35]([C:38]([F:39])([F:40])[F:41])=[N:36][N:37]=5)[N:34]=4)[CH2:27][CH2:28]3)=[CH:21][CH:22]=2)[CH2:12][CH2:13]1)(=[O:7])[CH3:6]. The catalyst class is: 256.